This data is from Full USPTO retrosynthesis dataset with 1.9M reactions from patents (1976-2016). The task is: Predict the reactants needed to synthesize the given product. Given the product [CH2:14]([O:13][CH2:12][CH2:11][N:3]1[CH2:8][CH2:7][O:6][CH2:5][C:4]1=[O:9])[C:15]1[CH:20]=[CH:19][CH:18]=[CH:17][CH:16]=1, predict the reactants needed to synthesize it. The reactants are: [H-].[Na+].[NH:3]1[CH2:8][CH2:7][O:6][CH2:5][C:4]1=[O:9].Br[CH2:11][CH2:12][O:13][CH2:14][C:15]1[CH:20]=[CH:19][CH:18]=[CH:17][CH:16]=1.